From a dataset of Full USPTO retrosynthesis dataset with 1.9M reactions from patents (1976-2016). Predict the reactants needed to synthesize the given product. Given the product [CH2:1]([N:3]([S:9]([C:12]1[CH:17]=[CH:16][C:15]([F:18])=[CH:14][CH:13]=1)(=[O:11])=[O:10])[C:4](=[CH2:8])[C:5]([NH:45][CH2:44][C:42]1[CH:41]=[CH:40][N:39]=[C:38]([C:35]2[CH:36]=[CH:37][C:32]([C:31]([F:47])([F:30])[F:46])=[CH:33][CH:34]=2)[CH:43]=1)=[O:7])[CH3:2], predict the reactants needed to synthesize it. The reactants are: [CH2:1]([N:3]([S:9]([C:12]1[CH:17]=[CH:16][C:15]([F:18])=[CH:14][CH:13]=1)(=[O:11])=[O:10])[C:4](=[CH2:8])[C:5]([OH:7])=O)[CH3:2].CCOC(OC(OCC)=O)=O.[F:30][C:31]([F:47])([F:46])[C:32]1[CH:37]=[CH:36][C:35]([C:38]2[CH:43]=[C:42]([CH2:44][NH2:45])[CH:41]=[CH:40][N:39]=2)=[CH:34][CH:33]=1.